Dataset: Reaction yield outcomes from USPTO patents with 853,638 reactions. Task: Predict the reaction yield, written as a fraction of the theoretical maximum amount of product (1.0 means a 100% yield; for example, 0.34 means a 34% yield). The reactants are [CH2:1]1[CH2:10][O:9][C:8]2[CH:7]=[CH:6][C:5]([NH:11][C:12]3[C:17]([F:18])=[CH:16][N:15]=[C:14]([NH:19][C:20]4[CH:25]=[CH:24][CH:23]=[C:22](O)[CH:21]=4)[N:13]=3)=[CH:4][C:3]=2[O:2]1.ClC1N=C(NC2C=CC3OCCOC=3C=2)C(F)=CN=1.[CH2:46]([N:53]1[CH2:58][CH2:57][N:56](C2C=CC(N)=CC=2)[CH2:55][CH2:54]1)[C:47]1[CH:52]=[CH:51][CH:50]=[CH:49][CH:48]=1. No catalyst specified. The product is [CH2:46]([N:53]1[CH2:58][CH2:57][N:56]([C:23]2[CH:22]=[CH:21][C:20]([NH:19][C:14]3[N:13]=[C:12]([NH:11][C:5]4[CH:6]=[CH:7][C:8]5[O:9][CH2:10][CH2:1][O:2][C:3]=5[CH:4]=4)[C:17]([F:18])=[CH:16][N:15]=3)=[CH:25][CH:24]=2)[CH2:55][CH2:54]1)[C:47]1[CH:48]=[CH:49][CH:50]=[CH:51][CH:52]=1. The yield is 0.330.